This data is from Catalyst prediction with 721,799 reactions and 888 catalyst types from USPTO. The task is: Predict which catalyst facilitates the given reaction. (1) Reactant: [CH3:1][C:2]1[N:3]=[C:4]([NH:12][C:13](=[O:15])[CH3:14])[S:5][C:6]=1[C:7]1[CH:8]=[N:9][NH:10][CH:11]=1.C(N1C=C(C2SC(NC(=O)C)=NC=2C)C=N1)C1C=CC=CC=1.[N:38]1([C:44]2[N:49]=[CH:48][C:47]([S:50](Cl)(=[O:52])=[O:51])=[CH:46][CH:45]=2)[CH2:43][CH2:42][O:41][CH2:40][CH2:39]1. Product: [CH3:1][C:2]1[N:3]=[C:4]([NH:12][C:13](=[O:15])[CH3:14])[S:5][C:6]=1[C:7]1[CH:11]=[N:10][N:9]([S:50]([C:47]2[CH:48]=[N:49][C:44]([N:38]3[CH2:39][CH2:40][O:41][CH2:42][CH2:43]3)=[CH:45][CH:46]=2)(=[O:52])=[O:51])[CH:8]=1. The catalyst class is: 298. (2) Reactant: C([Li])CCC.Br[C:7]1[CH:12]=[CH:11][C:10]([C:13]2[CH:17]=[C:16]([CH3:18])[NH:15][N:14]=2)=[CH:9][CH:8]=1.C([O:22][B:23](OC(C)C)[O:24]C(C)C)(C)C. Product: [CH3:18][C:16]1[NH:15][N:14]=[C:13]([C:10]2[CH:11]=[CH:12][C:7]([B:23]([OH:24])[OH:22])=[CH:8][CH:9]=2)[CH:17]=1. The catalyst class is: 7. (3) Reactant: [Br:1][C:2]1[CH:3]=[CH:4][CH:5]=[C:6]2[C:11]=1[NH:10][C:9](=O)[N:8]([CH:13]1[CH2:16][CH2:15][CH2:14]1)[C:7]2=[O:17].P(Cl)(Cl)([Cl:20])=O.CCN(C(C)C)C(C)C.[OH-].[Na+]. Product: [Br:1][C:2]1[CH:3]=[CH:4][CH:5]=[C:6]2[C:11]=1[N:10]=[C:9]([Cl:20])[N:8]([CH:13]1[CH2:16][CH2:15][CH2:14]1)[C:7]2=[O:17]. The catalyst class is: 6. (4) Reactant: [O:1]1[CH2:6][CH2:5][CH2:4][CH:3]([C:7]([OH:9])=O)[CH2:2]1.CN(C(ON1N=NC2C=CC=NC1=2)=[N+](C)C)C.F[P-](F)(F)(F)(F)F.CCN(C(C)C)C(C)C.Cl.[CH2:44]([O:51][C:52](=[O:71])[NH:53][CH2:54][CH2:55][CH2:56][CH2:57][C@H:58]([NH2:70])[C:59]([C:61]1[S:62][C:63]2[CH:69]=[CH:68][CH:67]=[CH:66][C:64]=2[N:65]=1)=[O:60])[C:45]1[CH:50]=[CH:49][CH:48]=[CH:47][CH:46]=1. Product: [CH2:44]([O:51][C:52](=[O:71])[NH:53][CH2:54][CH2:55][CH2:56][CH2:57][C@H:58]([NH:70][C:7]([CH:3]1[CH2:4][CH2:5][CH2:6][O:1][CH2:2]1)=[O:9])[C:59]([C:61]1[S:62][C:63]2[CH:69]=[CH:68][CH:67]=[CH:66][C:64]=2[N:65]=1)=[O:60])[C:45]1[CH:50]=[CH:49][CH:48]=[CH:47][CH:46]=1. The catalyst class is: 20. (5) Reactant: [C:1]([O:5][C:6]([NH:8][CH2:9][C@H:10]1[CH2:15][CH2:14][C@H:13]([C:16]([NH:18][C@H:19]([C:37](=[O:50])[NH:38][C:39]2[CH:44]=[CH:43][C:42]([C:45]3[N:46]=[N:47][NH:48][N:49]=3)=[CH:41][CH:40]=2)[CH2:20][C:21]2[CH:26]=[CH:25][C:24]([C:27]3[CH:32]=[CH:31][C:30]([C:33]([O:35]C)=[O:34])=[CH:29][CH:28]=3)=[CH:23][CH:22]=2)=[O:17])[CH2:12][CH2:11]1)=[O:7])([CH3:4])([CH3:3])[CH3:2].O.[OH-].[Li+].Cl.C(OCC)(=O)C. Product: [C:1]([O:5][C:6]([NH:8][CH2:9][C@H:10]1[CH2:15][CH2:14][C@H:13]([C:16]([NH:18][C@H:19]([C:37](=[O:50])[NH:38][C:39]2[CH:44]=[CH:43][C:42]([C:45]3[N:46]=[N:47][NH:48][N:49]=3)=[CH:41][CH:40]=2)[CH2:20][C:21]2[CH:26]=[CH:25][C:24]([C:27]3[CH:32]=[CH:31][C:30]([C:33]([OH:35])=[O:34])=[CH:29][CH:28]=3)=[CH:23][CH:22]=2)=[O:17])[CH2:12][CH2:11]1)=[O:7])([CH3:4])([CH3:2])[CH3:3]. The catalyst class is: 30. (6) Reactant: [CH3:1][O:2][C:3]([C:5]1[CH:6]=[C:7](B(O)O)[CH:8]=[CH:9][CH:10]=1)=[O:4].Br[C:15]1[CH:20]=[CH:19][CH:18]=[CH:17][N:16]=1.C([O-])([O-])=O.[K+].[K+]. Product: [N:16]1[CH:17]=[CH:18][CH:19]=[CH:20][C:15]=1[C:7]1[CH:6]=[C:5]([CH:10]=[CH:9][CH:8]=1)[C:3]([O:2][CH3:1])=[O:4]. The catalyst class is: 117. (7) Reactant: [Cl:1][C:2]1[CH:7]=[CH:6][C:5]([CH:8]([C:26]2[CH:31]=[CH:30][C:29]([Cl:32])=[CH:28][CH:27]=2)[N:9]2[CH2:12][C:11](=[C:13]([C:18]3[CH:23]=[CH:22][CH:21]=[C:20]([C:24]#[N:25])[CH:19]=3)[S:14]([CH3:17])(=[O:16])=[O:15])[CH2:10]2)=[CH:4][CH:3]=1.C(O)(=[O:35])C. Product: [Cl:32][C:29]1[CH:28]=[CH:27][C:26]([CH:8]([C:5]2[CH:6]=[CH:7][C:2]([Cl:1])=[CH:3][CH:4]=2)[N:9]2[CH2:12][C:11](=[C:13]([C:18]3[CH:23]=[CH:22][CH:21]=[C:20]([C:24](=[O:35])[NH2:25])[CH:19]=3)[S:14]([CH3:17])(=[O:16])=[O:15])[CH2:10]2)=[CH:31][CH:30]=1. The catalyst class is: 502.